Dataset: Catalyst prediction with 721,799 reactions and 888 catalyst types from USPTO. Task: Predict which catalyst facilitates the given reaction. (1) Reactant: FC(F)(F)C(O)=O.FC(F)(F)C(O)=O.[O:15]1[C:19]2[CH:20]=[CH:21][CH:22]=[CH:23][C:18]=2[NH:17][C:16]1=[C:24]([C:27]1[CH:32]=[CH:31][N:30]=[C:29]([NH:33][CH2:34][CH:35]2[CH2:40][CH2:39][NH:38][CH2:37][CH2:36]2)[N:28]=1)[C:25]#[N:26].C(N(CC)CC)C.Cl[CH2:49][C:50]([N:52]([CH3:54])[CH3:53])=[O:51]. Product: [O:15]1[C:19]2[CH:20]=[CH:21][CH:22]=[CH:23][C:18]=2[NH:17][C:16]1=[C:24]([C:25]#[N:26])[C:27]1[CH:32]=[CH:31][N:30]=[C:29]([NH:33][CH2:34][CH:35]2[CH2:40][CH2:39][N:38]([CH2:49][C:50]([N:52]([CH3:54])[CH3:53])=[O:51])[CH2:37][CH2:36]2)[N:28]=1. The catalyst class is: 44. (2) Reactant: Cl.[F:2][C:3]1([F:12])[CH2:7][NH:6][CH:5]([CH2:8][C:9]([OH:11])=[O:10])[CH2:4]1.[Br:13][C:14]1[CH:19]=[C:18]([F:20])[CH:17]=[CH:16][C:15]=1[C@H:21]1[C:26]([C:27]([O:29][CH2:30][CH3:31])=[O:28])=[C:25]([CH2:32]Br)[NH:24][C:23]([C:34]2[S:35][CH:36]=[CH:37][N:38]=2)=[N:22]1.C([O-])([O-])=O.[K+].[K+]. Product: [Br:13][C:14]1[CH:19]=[C:18]([F:20])[CH:17]=[CH:16][C:15]=1[C@@H:21]1[N:22]=[C:23]([C:34]2[S:35][CH:36]=[CH:37][N:38]=2)[NH:24][C:25]([CH2:32][N:6]2[CH2:7][C:3]([F:2])([F:12])[CH2:4][CH:5]2[CH2:8][C:9]([OH:11])=[O:10])=[C:26]1[C:27]([O:29][CH2:30][CH3:31])=[O:28]. The catalyst class is: 8. (3) The catalyst class is: 778. Product: [NH2:5][C:4]1[CH:3]=[C:2]([CH2:17][C:16]#[C:15][N:14]([CH3:18])[CH3:13])[CH:8]=[C:7]([C:9]([F:12])([F:11])[F:10])[CH:6]=1. Reactant: Br[C:2]1[CH:3]=[C:4]([CH:6]=[C:7]([C:9]([F:12])([F:11])[F:10])[CH:8]=1)[NH2:5].[CH3:13][N:14]([CH3:18])[CH2:15][C:16]#[CH:17]. (4) Reactant: CCCC[N+](CCCC)(CCCC)CCCC.[F-].C([Si](C1C=CC=CC=1)(C1C=CC=CC=1)[O:24][CH2:25][CH2:26][O:27][CH2:28][CH2:29][O:30][N:31]([CH3:39])[C:32]([O:34][C:35]([CH3:38])([CH3:37])[CH3:36])=[O:33])(C)(C)C. Product: [CH3:39][N:31]([C:32]([O:34][C:35]([CH3:38])([CH3:37])[CH3:36])=[O:33])[O:30][CH2:29][CH2:28][O:27][CH2:26][CH2:25][OH:24]. The catalyst class is: 1. (5) Reactant: Cl.[F:2][C:3]1[CH:4]=[CH:5][C:6]([O:14][C@@H:15]2[CH2:19][CH2:18][O:17][CH2:16]2)=[C:7]([CH:9]2[CH2:13][CH2:12][CH2:11][NH:10]2)[CH:8]=1.C([O-])([O-])=O.[K+].[K+].F[C:27]1[CH:28]=[CH:29][C:30]([N+:33]([O-:35])=[O:34])=[N:31][CH:32]=1. Product: [F:2][C:3]1[CH:4]=[CH:5][C:6]([O:14][C@@H:15]2[CH2:19][CH2:18][O:17][CH2:16]2)=[C:7]([CH:9]2[CH2:13][CH2:12][CH2:11][N:10]2[C:27]2[CH:28]=[CH:29][C:30]([N+:33]([O-:35])=[O:34])=[N:31][CH:32]=2)[CH:8]=1. The catalyst class is: 3.